Predict which catalyst facilitates the given reaction. From a dataset of Catalyst prediction with 721,799 reactions and 888 catalyst types from USPTO. (1) Product: [CH:16]([N:13]1[CH2:14][CH2:15][N:10]([C:9]2[C:4](=[O:1])[NH:5][CH:6]=[CH:7][N:8]=2)[CH2:11][CH2:12]1)([CH3:18])[CH3:17]. Reactant: [OH-:1].[Na+].Cl[C:4]1[C:9]([N:10]2[CH2:15][CH2:14][N:13]([CH:16]([CH3:18])[CH3:17])[CH2:12][CH2:11]2)=[N:8][CH:7]=[CH:6][N:5]=1. The catalyst class is: 374. (2) Reactant: [C:1]([C:3]1([NH:6][C:7]([C@@H:9]([NH:14][C:15](=[O:21])OC(C)(C)C)[CH2:10][CH:11]([CH3:13])[CH3:12])=[O:8])[CH2:5][CH2:4]1)#[N:2].C(O)(C(F)(F)F)=O.ClCCl.C1C=NC2N(O)N=NC=2C=1.[O:42]1[C:46]2([CH2:51][CH2:50][CH:49](C(O)=O)[CH2:48][CH2:47]2)[O:45][CH2:44][CH2:43]1.CCN=C=NCCCN(C)C.Cl. Product: [C:1]([C:3]1([NH:6][C:7]([C@@H:9]([NH:14][C:15]([CH:49]2[CH2:50][CH2:51][C:46]3([O:45][CH2:44][CH2:43][O:42]3)[CH2:47][CH2:48]2)=[O:21])[CH2:10][CH:11]([CH3:12])[CH3:13])=[O:8])[CH2:4][CH2:5]1)#[N:2]. The catalyst class is: 118. (3) Reactant: [OH:1][B:2]1[C:6]2[CH:7]=[C:8]([NH:11][S:12]([C:15]3[N:24]=[CH:23][C:22]([NH:25]C(=O)C(F)(F)F)=[CH:21]C=3C(OC)=O)(=[O:14])=[O:13])[CH:9]=[CH:10][C:5]=2[CH2:4][O:3]1.[CH2:32]([NH2:34])[CH3:33].[CH2:35]([OH:37])[CH3:36]. Product: [NH2:25][C:22]1[CH:23]=[N:24][C:15]([S:12](=[O:13])(=[O:14])[NH:11][C:8]2[CH:9]=[CH:10][C:5]3[CH2:4][O:3][B:2]([OH:1])[C:6]=3[CH:7]=2)=[C:36]([CH:21]=1)[C:35]([NH:34][CH2:32][CH3:33])=[O:37]. The catalyst class is: 6. (4) Reactant: I[C:2]1[CH:7]=[CH:6][CH:5]=[C:4]([N+:8]([O-:10])=[O:9])[CH:3]=1.[CH3:11][N:12]1[CH2:17][CH2:16][NH:15][C:14](=[O:18])[CH2:13]1.CN[C@@H]1CCCC[C@H]1NC.P([O-])([O-])([O-])=O.[K+].[K+].[K+]. Product: [CH3:11][N:12]1[CH2:17][CH2:16][N:15]([C:2]2[CH:7]=[CH:6][CH:5]=[C:4]([N+:8]([O-:10])=[O:9])[CH:3]=2)[C:14](=[O:18])[CH2:13]1. The catalyst class is: 321.